Dataset: NCI-60 drug combinations with 297,098 pairs across 59 cell lines. Task: Regression. Given two drug SMILES strings and cell line genomic features, predict the synergy score measuring deviation from expected non-interaction effect. (1) Drug 1: CC1=C(C=C(C=C1)NC2=NC=CC(=N2)N(C)C3=CC4=NN(C(=C4C=C3)C)C)S(=O)(=O)N.Cl. Drug 2: C1=CC(=CC=C1CCCC(=O)O)N(CCCl)CCCl. Cell line: MALME-3M. Synergy scores: CSS=19.6, Synergy_ZIP=-1.27, Synergy_Bliss=3.04, Synergy_Loewe=3.28, Synergy_HSA=3.89. (2) Drug 1: C1CCC(C1)C(CC#N)N2C=C(C=N2)C3=C4C=CNC4=NC=N3. Drug 2: CCN(CC)CCNC(=O)C1=C(NC(=C1C)C=C2C3=C(C=CC(=C3)F)NC2=O)C. Cell line: UACC62. Synergy scores: CSS=-5.55, Synergy_ZIP=4.31, Synergy_Bliss=1.80, Synergy_Loewe=-10.5, Synergy_HSA=-7.84. (3) Drug 1: C1=CC(=C2C(=C1NCCNCCO)C(=O)C3=C(C=CC(=C3C2=O)O)O)NCCNCCO. Cell line: K-562. Synergy scores: CSS=76.8, Synergy_ZIP=7.14, Synergy_Bliss=6.25, Synergy_Loewe=6.59, Synergy_HSA=9.34. Drug 2: CCC1(CC2CC(C3=C(CCN(C2)C1)C4=CC=CC=C4N3)(C5=C(C=C6C(=C5)C78CCN9C7C(C=CC9)(C(C(C8N6C=O)(C(=O)OC)O)OC(=O)C)CC)OC)C(=O)OC)O.OS(=O)(=O)O. (4) Drug 1: CC1CCC2CC(C(=CC=CC=CC(CC(C(=O)C(C(C(=CC(C(=O)CC(OC(=O)C3CCCCN3C(=O)C(=O)C1(O2)O)C(C)CC4CCC(C(C4)OC)O)C)C)O)OC)C)C)C)OC. Drug 2: CN(CC1=CN=C2C(=N1)C(=NC(=N2)N)N)C3=CC=C(C=C3)C(=O)NC(CCC(=O)O)C(=O)O. Cell line: SK-OV-3. Synergy scores: CSS=30.7, Synergy_ZIP=3.38, Synergy_Bliss=3.59, Synergy_Loewe=-13.7, Synergy_HSA=-1.03. (5) Synergy scores: CSS=-8.77, Synergy_ZIP=6.95, Synergy_Bliss=2.50, Synergy_Loewe=-9.18, Synergy_HSA=-9.09. Drug 1: C1=CN(C=N1)CC(O)(P(=O)(O)O)P(=O)(O)O. Cell line: SR. Drug 2: C(CN)CNCCSP(=O)(O)O.